This data is from NCI-60 drug combinations with 297,098 pairs across 59 cell lines. The task is: Regression. Given two drug SMILES strings and cell line genomic features, predict the synergy score measuring deviation from expected non-interaction effect. (1) Drug 1: CCCCC(=O)OCC(=O)C1(CC(C2=C(C1)C(=C3C(=C2O)C(=O)C4=C(C3=O)C=CC=C4OC)O)OC5CC(C(C(O5)C)O)NC(=O)C(F)(F)F)O. Drug 2: CC(C)(C#N)C1=CC(=CC(=C1)CN2C=NC=N2)C(C)(C)C#N. Cell line: MCF7. Synergy scores: CSS=31.3, Synergy_ZIP=4.98, Synergy_Bliss=10.7, Synergy_Loewe=15.4, Synergy_HSA=13.1. (2) Drug 1: COC1=C(C=C2C(=C1)N=CN=C2NC3=CC(=C(C=C3)F)Cl)OCCCN4CCOCC4. Drug 2: C1CC(C1)(C(=O)O)C(=O)O.[NH2-].[NH2-].[Pt+2]. Cell line: SN12C. Synergy scores: CSS=22.3, Synergy_ZIP=-11.2, Synergy_Bliss=-4.22, Synergy_Loewe=-3.09, Synergy_HSA=-0.0967. (3) Drug 1: CC12CCC(CC1=CCC3C2CCC4(C3CC=C4C5=CN=CC=C5)C)O. Drug 2: CC12CCC3C(C1CCC2OP(=O)(O)O)CCC4=C3C=CC(=C4)OC(=O)N(CCCl)CCCl.[Na+]. Cell line: SW-620. Synergy scores: CSS=-8.57, Synergy_ZIP=-0.799, Synergy_Bliss=-8.33, Synergy_Loewe=-11.4, Synergy_HSA=-10.1. (4) Drug 1: C1=C(C(=O)NC(=O)N1)N(CCCl)CCCl. Drug 2: CC1C(C(CC(O1)OC2CC(CC3=C2C(=C4C(=C3O)C(=O)C5=C(C4=O)C(=CC=C5)OC)O)(C(=O)CO)O)N)O.Cl. Cell line: CAKI-1. Synergy scores: CSS=47.5, Synergy_ZIP=-1.30, Synergy_Bliss=-2.75, Synergy_Loewe=2.31, Synergy_HSA=4.05. (5) Drug 1: CCC1=CC2CC(C3=C(CN(C2)C1)C4=CC=CC=C4N3)(C5=C(C=C6C(=C5)C78CCN9C7C(C=CC9)(C(C(C8N6C)(C(=O)OC)O)OC(=O)C)CC)OC)C(=O)OC.C(C(C(=O)O)O)(C(=O)O)O. Drug 2: C1=CC(=C2C(=C1NCCNCCO)C(=O)C3=C(C=CC(=C3C2=O)O)O)NCCNCCO. Cell line: A498. Synergy scores: CSS=39.4, Synergy_ZIP=-6.05, Synergy_Bliss=-1.54, Synergy_Loewe=-0.635, Synergy_HSA=4.15. (6) Drug 1: C1=CC(=CC=C1C#N)C(C2=CC=C(C=C2)C#N)N3C=NC=N3. Drug 2: B(C(CC(C)C)NC(=O)C(CC1=CC=CC=C1)NC(=O)C2=NC=CN=C2)(O)O. Cell line: K-562. Synergy scores: CSS=31.8, Synergy_ZIP=2.81, Synergy_Bliss=2.33, Synergy_Loewe=-14.4, Synergy_HSA=-2.23. (7) Drug 1: C1CN1C2=NC(=NC(=N2)N3CC3)N4CC4. Drug 2: CC1CCCC2(C(O2)CC(NC(=O)CC(C(C(=O)C(C1O)C)(C)C)O)C(=CC3=CSC(=N3)C)C)C. Cell line: U251. Synergy scores: CSS=56.3, Synergy_ZIP=-4.31, Synergy_Bliss=-7.52, Synergy_Loewe=-6.88, Synergy_HSA=-0.983.